From a dataset of Full USPTO retrosynthesis dataset with 1.9M reactions from patents (1976-2016). Predict the reactants needed to synthesize the given product. (1) Given the product [Br:1][C:2]1[CH:3]=[C:4]([N+:12]([O-:14])=[O:13])[C:5]2[N:9]=[C:8]([CH3:10])[N:7]([CH2:16][C:17]3[CH:22]=[CH:21][CH:20]=[C:19]([Cl:23])[C:18]=3[Cl:24])[C:6]=2[CH:11]=1, predict the reactants needed to synthesize it. The reactants are: [Br:1][C:2]1[CH:3]=[C:4]([N+:12]([O-:14])=[O:13])[C:5]2[N:9]=[C:8]([CH3:10])[NH:7][C:6]=2[CH:11]=1.Br[CH2:16][C:17]1[CH:22]=[CH:21][CH:20]=[C:19]([Cl:23])[C:18]=1[Cl:24].C([O-])([O-])=O.[K+].[K+]. (2) The reactants are: [Si]([O:18][CH2:19][CH2:20][NH:21][S:22]([C:25]1[CH:30]=[C:29]([N+:31]([O-:33])=[O:32])[CH:28]=[CH:27][C:26]=1[Cl:34])(=[O:24])=[O:23])(C(C)(C)C)(C1C=CC=CC=1)C1C=CC=CC=1.[F-].C([N+](CCCC)(CCCC)CCCC)CCC.C(OCC)(=O)C.CCCCCC. Given the product [Cl:34][C:26]1[CH:27]=[CH:28][C:29]([N+:31]([O-:33])=[O:32])=[CH:30][C:25]=1[S:22]([NH:21][CH2:20][CH2:19][OH:18])(=[O:24])=[O:23], predict the reactants needed to synthesize it. (3) Given the product [CH3:14][N:2]([CH3:1])[C:3]1[CH:11]=[C:10]([CH3:12])[C:6]([C:7](/[N:9]=[CH:17]/[N:18]([CH3:20])[CH3:19])=[O:8])=[C:5]([F:13])[CH:4]=1, predict the reactants needed to synthesize it. The reactants are: [CH3:1][N:2]([CH3:14])[C:3]1[CH:11]=[C:10]([CH3:12])[C:6]([C:7]([NH2:9])=[O:8])=[C:5]([F:13])[CH:4]=1.CO[CH:17](OC)[N:18]([CH3:20])[CH3:19]. (4) Given the product [CH3:23][CH:21]([C:20]1[N:16]([CH2:15][CH2:60][C@@H:59]([OH:61])[CH2:55][C@@H:54]([OH:57])[CH2:49][C:48]([OH:51])=[O:50])[C:17]([C:39]2[CH:40]=[CH:41][C:42]([F:45])=[CH:43][CH:44]=2)=[C:18]([C:33]2[CH:38]=[CH:37][CH:36]=[CH:35][CH:34]=2)[C:19]=1[C:24]([NH:26][C:27]1[CH:32]=[CH:31][CH:30]=[CH:29][CH:28]=1)=[O:25])[CH3:22], predict the reactants needed to synthesize it. The reactants are: CC(C(CCC[CH2:15][N:16]1[C:20]([CH:21]([CH3:23])[CH3:22])=[C:19]([C:24]([NH:26][C:27]2[CH:32]=[CH:31][CH:30]=[CH:29][CH:28]=2)=[O:25])[C:18]([C:33]2[CH:38]=[CH:37][CH:36]=[CH:35][CH:34]=2)=[C:17]1[C:39]1[CH:44]=[CH:43][C:42]([F:45])=[CH:41][CH:40]=1)C(O)(O)C([O-])=O)(C)C.[OH-].[Na+].[C:48]([O:51]CC)(=[O:50])[CH3:49].[C:54]([O-:57])(=O)[CH3:55].[Ca+2].[C:59]([O-])(=[O:61])[CH3:60]. (5) Given the product [CH2:26]([O:9][C:8]([C:7]1[C:6]([C:2]2[S:1][CH:5]=[CH:4][CH:3]=2)=[CH:22][NH:21][CH:20]=1)=[O:10])[CH3:27], predict the reactants needed to synthesize it. The reactants are: [S:1]1[CH:5]=[CH:4][CH:3]=[C:2]1[CH:6]=[CH:7][C:8]([O-:10])=[O:9].C1(C)C(S([CH2:20][N+:21]#[C-:22])(=O)=O)=CC=CC=1.[H-].[Na+].[CH2:26](OCC)[CH3:27].